Dataset: Peptide-MHC class I binding affinity with 185,985 pairs from IEDB/IMGT. Task: Regression. Given a peptide amino acid sequence and an MHC pseudo amino acid sequence, predict their binding affinity value. This is MHC class I binding data. The peptide sequence is RGPYRAFVTI. The MHC is HLA-A29:02 with pseudo-sequence HLA-A29:02. The binding affinity (normalized) is 0.